Predict the reactants needed to synthesize the given product. From a dataset of Full USPTO retrosynthesis dataset with 1.9M reactions from patents (1976-2016). (1) The reactants are: [C:1]([O:4][C@@H:5]1[C@H:9]([O:10][C:11](=[O:13])[CH3:12])[C@@H:8]([C:14]#[CH:15])[O:7][C@H:6]1[N:16]1[CH:24]=[N:23][C:22]2[C:17]1=[N:18][CH:19]=[N:20][C:21]=2Cl)(=[O:3])[CH3:2].[F:26][C:27]1[CH:33]=[CH:32][C:30]([NH2:31])=[C:29]([CH3:34])[CH:28]=1. Given the product [C:1]([O:4][C@@H:5]1[C@H:9]([O:10][C:11](=[O:13])[CH3:12])[C@@H:8]([C:14]#[CH:15])[O:7][C@H:6]1[N:16]1[CH:24]=[N:23][C:22]2[C:17]1=[N:18][CH:19]=[N:20][C:21]=2[NH:31][C:30]1[CH:32]=[CH:33][C:27]([F:26])=[CH:28][C:29]=1[CH3:34])(=[O:3])[CH3:2], predict the reactants needed to synthesize it. (2) Given the product [C:1]([O:4][CH2:5][C:6](=[O:36])[N:7]1[CH2:16][CH2:15][C:14]2[C:9](=[CH:10][CH:11]=[C:12]([C:17]3[CH:18]=[CH:19][C:20]([CH2:23][CH2:24][N:37]4[CH2:42][CH2:41][CH2:40][CH2:39][CH2:38]4)=[CH:21][CH:22]=3)[CH:13]=2)[CH2:8]1)(=[O:3])[CH3:2], predict the reactants needed to synthesize it. The reactants are: [C:1]([O:4][CH2:5][C:6](=[O:36])[N:7]1[CH2:16][CH2:15][C:14]2[C:9](=[CH:10][CH:11]=[C:12]([C:17]3[CH:22]=[CH:21][C:20]([CH2:23][CH2:24]OS(C4C=CC(C)=CC=4)(=O)=O)=[CH:19][CH:18]=3)[CH:13]=2)[CH2:8]1)(=[O:3])[CH3:2].[NH:37]1[CH2:42][CH2:41][CH2:40][CH2:39][CH2:38]1.C([O-])([O-])=O.[Na+].[Na+]. (3) Given the product [CH:1]([NH:4][C:5]1[CH:13]=[CH:12][C:8]([C:9]([NH:22][C:23]2[CH:24]=[C:25]([C:26]([N:28]3[CH2:33][CH2:32][CH:31]([C:34]4[CH:48]=[CH:47][C:37]([C:38](=[O:39])[NH:40][C:41]5[N:42]=[CH:43][CH:44]=[CH:45][N:46]=5)=[CH:36][CH:35]=4)[CH2:30][CH2:29]3)=[O:27])[CH:49]=[CH:50][C:51]=2[CH3:52])=[O:11])=[CH:7][N:6]=1)([CH3:2])[CH3:3], predict the reactants needed to synthesize it. The reactants are: [CH:1]([NH:4][C:5]1[CH:13]=[CH:12][C:8]([C:9]([O-:11])=O)=[CH:7][N:6]=1)([CH3:3])[CH3:2].C([NH3+])(C)C.S(Cl)(Cl)=O.[NH2:22][C:23]1[CH:24]=[C:25]([CH:49]=[CH:50][C:51]=1[CH3:52])[C:26]([N:28]1[CH2:33][CH2:32][CH:31]([C:34]2[CH:48]=[CH:47][C:37]([C:38]([NH:40][C:41]3[N:46]=[CH:45][CH:44]=[CH:43][N:42]=3)=[O:39])=[CH:36][CH:35]=2)[CH2:30][CH2:29]1)=[O:27].N1C=CC=CC=1. (4) Given the product [C:1]([C:5]1[O:6][C:7]([CH:16]=[CH:28][C:21]2[S:20][C:19]([N:18]([CH3:17])[CH3:30])=[C:23]3[C:22]=2[O:27][CH2:26][CH2:25][O:24]3)=[CH:8][C:9](=[C:11]([C:14]#[N:15])[C:12]#[N:13])[CH:10]=1)([CH3:4])([CH3:2])[CH3:3], predict the reactants needed to synthesize it. The reactants are: [C:1]([C:5]1[O:6][C:7]([CH3:16])=[CH:8][C:9](=[C:11]([C:14]#[N:15])[C:12]#[N:13])[CH:10]=1)([CH3:4])([CH3:3])[CH3:2].[CH3:17][N:18]([CH3:30])[C:19]1[S:20][C:21]([CH:28]=O)=[C:22]2[O:27][CH2:26][CH2:25][O:24][C:23]=12.N1CCCCC1. (5) Given the product [CH3:26][C:27]1[N:49]=[C:30]2[N:31]=[C:32]([C:41]3[CH:42]=[CH:43][C:44]([CH2:11][N:8]4[CH2:7][CH2:6][CH:5]([C:3]5[N:25]=[C:24]([C:19]6[CH:20]=[CH:21][CH:22]=[CH:23][N:18]=6)[NH:2][N:1]=5)[CH2:10][CH2:9]4)=[CH:47][CH:48]=3)[C:33]([C:35]3[CH:40]=[CH:39][CH:38]=[CH:37][CH:36]=3)=[CH:34][N:29]2[N:28]=1, predict the reactants needed to synthesize it. The reactants are: [NH:1]([C:3]([CH:5]1[CH2:10][CH2:9][N:8]([C:11](OC(C)(C)C)=O)[CH2:7][CH2:6]1)=O)[NH2:2].[N:18]1[CH:23]=[CH:22][CH:21]=[CH:20][C:19]=1[C:24]#[N:25].[CH3:26][C:27]1[N:49]=[C:30]2[N:31]=[C:32]([C:41]3[CH:48]=[CH:47][C:44](C=O)=[CH:43][CH:42]=3)[C:33]([C:35]3[CH:40]=[CH:39][CH:38]=[CH:37][CH:36]=3)=[CH:34][N:29]2[N:28]=1.[BH-](OC(C)=O)(OC(C)=O)OC(C)=O.[Na+]. (6) Given the product [O:23]=[C:14]1[N:13]([C:10]2[CH:9]=[CH:8][C:7]([N:1]3[CH2:6][CH2:5][N:4]([CH2:35][CH2:36][CH2:37][CH2:38][C:39]4[C:47]5[C:42](=[CH:43][CH:44]=[C:45]([C:48]#[N:49])[CH:46]=5)[NH:41][CH:40]=4)[CH2:3][CH2:2]3)=[CH:12][CH:11]=2)[CH:22]=[CH:21][C:20]2[N:19]=[CH:18][CH:17]=[CH:16][C:15]1=2, predict the reactants needed to synthesize it. The reactants are: [N:1]1([C:7]2[CH:12]=[CH:11][C:10]([N:13]3[CH:22]=[CH:21][C:20]4[N:19]=[CH:18][CH:17]=[CH:16][C:15]=4[C:14]3=[O:23])=[CH:9][CH:8]=2)[CH2:6][CH2:5][NH:4][CH2:3][CH2:2]1.CC1C=CC(S(O[CH2:35][CH2:36][CH2:37][CH2:38][C:39]2[C:47]3[C:42](=[CH:43][CH:44]=[C:45]([C:48]#[N:49])[CH:46]=3)[NH:41][CH:40]=2)(=O)=O)=CC=1.C(=O)([O-])[O-].[K+].[K+].[I-].[K+].